This data is from Forward reaction prediction with 1.9M reactions from USPTO patents (1976-2016). The task is: Predict the product of the given reaction. The product is: [CH:9]1[C:10]2[C:5](=[CH:4][CH:3]=[CH:12][CH:11]=2)[CH:6]=[CH:7][N:8]=1. Given the reactants CO[C:3]1[CH:4]=[C:5]2[C:10](=[CH:11][CH:12]=1)[C:9](=O)[NH:8][CH:7]=[CH:6]2, predict the reaction product.